Dataset: Forward reaction prediction with 1.9M reactions from USPTO patents (1976-2016). Task: Predict the product of the given reaction. (1) The product is: [CH3:14][Si:15]([CH3:17])([CH3:16])[CH2:18][CH2:19][O:20][CH2:21][N:1]1[C:9]2[C:4](=[CH:5][CH:6]=[C:7]([C:10]#[N:11])[CH:8]=2)[CH:3]=[CH:2]1. Given the reactants [NH:1]1[C:9]2[C:4](=[CH:5][CH:6]=[C:7]([C:10]#[N:11])[CH:8]=2)[CH:3]=[CH:2]1.[H-].[Na+].[CH3:14][Si:15]([CH2:18][CH2:19][O:20][CH2:21]Cl)([CH3:17])[CH3:16], predict the reaction product. (2) Given the reactants [OH:1][C:2]1([C:9]2[CH:14]=[CH:13][CH:12]=[C:11]([O:15][CH3:16])[CH:10]=2)[CH2:7][CH2:6][C:5](=O)[CH2:4][CH2:3]1.FC(F)(F)C([O-])=O.[NH4+:24].C(O)(=O)C.C(O[BH-](OC(=O)C)OC(=O)C)(=O)C.[Na+], predict the reaction product. The product is: [NH2:24][CH:5]1[CH2:6][CH2:7][C:2]([C:9]2[CH:14]=[CH:13][CH:12]=[C:11]([O:15][CH3:16])[CH:10]=2)([OH:1])[CH2:3][CH2:4]1.